This data is from Catalyst prediction with 721,799 reactions and 888 catalyst types from USPTO. The task is: Predict which catalyst facilitates the given reaction. (1) Reactant: [NH:1]1[CH:5]=[CH:4][N:3]=[CH:2]1.[C:6]([C:9]1[C:18]2[C:13](=[CH:14][CH:15]=[CH:16][CH:17]=2)[C:12]([C:19](Cl)=[O:20])=[CH:11][CH:10]=1)(=[O:8])[CH3:7].O. Product: [N:1]1([C:19]([C:12]2[C:13]3[C:18](=[CH:17][CH:16]=[CH:15][CH:14]=3)[C:9]([C:6](=[O:8])[CH3:7])=[CH:10][CH:11]=2)=[O:20])[CH:5]=[CH:4][N:3]=[CH:2]1. The catalyst class is: 4. (2) Reactant: [CH2:1]1[O:9][C:8]2[CH:7]=[CH:6][C:5]([OH:10])=[CH:4][C:3]=2[O:2]1.[CH2:11]([O:14][C:15]1[C:22]([O:23][CH3:24])=[CH:21][C:18]([CH:19]=O)=[CH:17][C:16]=1[Br:25])[CH:12]=[CH2:13].[C:26](#[N:30])[CH2:27][C:28]#[N:29].N1CCCCC1. Product: [CH2:11]([O:14][C:15]1[C:22]([O:23][CH3:24])=[CH:21][C:18]([CH:19]2[C:6]3[CH:7]=[C:8]4[O:9][CH2:1][O:2][C:3]4=[CH:4][C:5]=3[O:10][C:26]([NH2:30])=[C:27]2[C:28]#[N:29])=[CH:17][C:16]=1[Br:25])[CH:12]=[CH2:13]. The catalyst class is: 40. (3) The catalyst class is: 5. Reactant: [C:1]([N:8]1[CH2:13][CH2:12][N:11]([C:14]([NH:16][C:17]2[CH:26]=[CH:25][CH:24]=[CH:23][C:18]=2[C:19]([O:21]C)=[O:20])=[O:15])[CH2:10][CH2:9]1)([O:3][C:4]([CH3:7])([CH3:6])[CH3:5])=[O:2].[OH-].[Na+]. Product: [C:1]([N:8]1[CH2:13][CH2:12][N:11]([C:14]([NH:16][C:17]2[CH:26]=[CH:25][CH:24]=[CH:23][C:18]=2[C:19]([OH:21])=[O:20])=[O:15])[CH2:10][CH2:9]1)([O:3][C:4]([CH3:7])([CH3:6])[CH3:5])=[O:2]. (4) Reactant: [C:1]([O:5][C:6]([N:8]1[CH2:13][CH2:12][C:11](=[O:14])[CH:10]([CH2:15][C:16]2[CH:21]=[CH:20][CH:19]=[CH:18][CH:17]=2)[CH2:9]1)=[O:7])([CH3:4])([CH3:3])[CH3:2].N1CCCC1.C1(C)C=CC(S(O)(=O)=O)=CC=1.Br[CH2:39][C:40]([O:42][CH3:43])=[O:41]. Product: [C:1]([O:5][C:6]([N:8]1[CH2:13][CH2:12][C:11](=[O:14])[C:10]([CH2:15][C:16]2[CH:17]=[CH:18][CH:19]=[CH:20][CH:21]=2)([CH2:39][C:40]([O:42][CH3:43])=[O:41])[CH2:9]1)=[O:7])([CH3:4])([CH3:2])[CH3:3]. The catalyst class is: 638.